Task: Regression. Given two drug SMILES strings and cell line genomic features, predict the synergy score measuring deviation from expected non-interaction effect.. Dataset: NCI-60 drug combinations with 297,098 pairs across 59 cell lines (1) Drug 1: C1=C(C(=O)NC(=O)N1)F. Drug 2: CCC1(CC2CC(C3=C(CCN(C2)C1)C4=CC=CC=C4N3)(C5=C(C=C6C(=C5)C78CCN9C7C(C=CC9)(C(C(C8N6C)(C(=O)OC)O)OC(=O)C)CC)OC)C(=O)OC)O.OS(=O)(=O)O. Cell line: RXF 393. Synergy scores: CSS=45.8, Synergy_ZIP=-6.88, Synergy_Bliss=-3.00, Synergy_Loewe=-2.47, Synergy_HSA=1.12. (2) Drug 1: C1=C(C(=O)NC(=O)N1)N(CCCl)CCCl. Drug 2: CC1=C(C(CCC1)(C)C)C=CC(=CC=CC(=CC(=O)O)C)C. Cell line: UO-31. Synergy scores: CSS=19.1, Synergy_ZIP=-2.33, Synergy_Bliss=2.90, Synergy_Loewe=5.49, Synergy_HSA=4.91. (3) Drug 1: CC1=C(C(CCC1)(C)C)C=CC(=CC=CC(=CC(=O)O)C)C. Drug 2: CC=C1C(=O)NC(C(=O)OC2CC(=O)NC(C(=O)NC(CSSCCC=C2)C(=O)N1)C(C)C)C(C)C. Cell line: SF-268. Synergy scores: CSS=55.7, Synergy_ZIP=4.13, Synergy_Bliss=1.30, Synergy_Loewe=-71.5, Synergy_HSA=-3.15. (4) Drug 1: CC1=C2C(C(=O)C3(C(CC4C(C3C(C(C2(C)C)(CC1OC(=O)C(C(C5=CC=CC=C5)NC(=O)OC(C)(C)C)O)O)OC(=O)C6=CC=CC=C6)(CO4)OC(=O)C)OC)C)OC. Drug 2: C1CCC(CC1)NC(=O)N(CCCl)N=O. Cell line: SW-620. Synergy scores: CSS=30.5, Synergy_ZIP=-8.79, Synergy_Bliss=-10.8, Synergy_Loewe=-14.0, Synergy_HSA=-7.08. (5) Drug 1: C1=CC(=CC=C1CC(C(=O)O)N)N(CCCl)CCCl.Cl. Drug 2: CN(C(=O)NC(C=O)C(C(C(CO)O)O)O)N=O. Cell line: SK-OV-3. Synergy scores: CSS=8.07, Synergy_ZIP=-3.20, Synergy_Bliss=-0.368, Synergy_Loewe=-9.83, Synergy_HSA=-1.78. (6) Drug 1: CC1C(C(=O)NC(C(=O)N2CCCC2C(=O)N(CC(=O)N(C(C(=O)O1)C(C)C)C)C)C(C)C)NC(=O)C3=C4C(=C(C=C3)C)OC5=C(C(=O)C(=C(C5=N4)C(=O)NC6C(OC(=O)C(N(C(=O)CN(C(=O)C7CCCN7C(=O)C(NC6=O)C(C)C)C)C)C(C)C)C)N)C. Drug 2: CCC1(CC2CC(C3=C(CCN(C2)C1)C4=CC=CC=C4N3)(C5=C(C=C6C(=C5)C78CCN9C7C(C=CC9)(C(C(C8N6C)(C(=O)OC)O)OC(=O)C)CC)OC)C(=O)OC)O.OS(=O)(=O)O. Cell line: OVCAR-5. Synergy scores: CSS=0.667, Synergy_ZIP=-0.433, Synergy_Bliss=-0.706, Synergy_Loewe=-2.93, Synergy_HSA=-2.23.